From a dataset of NCI-60 drug combinations with 297,098 pairs across 59 cell lines. Regression. Given two drug SMILES strings and cell line genomic features, predict the synergy score measuring deviation from expected non-interaction effect. Drug 1: CC=C1C(=O)NC(C(=O)OC2CC(=O)NC(C(=O)NC(CSSCCC=C2)C(=O)N1)C(C)C)C(C)C. Drug 2: CC(C)(C#N)C1=CC(=CC(=C1)CN2C=NC=N2)C(C)(C)C#N. Cell line: U251. Synergy scores: CSS=41.7, Synergy_ZIP=-0.726, Synergy_Bliss=-2.33, Synergy_Loewe=-24.3, Synergy_HSA=-2.89.